This data is from Full USPTO retrosynthesis dataset with 1.9M reactions from patents (1976-2016). The task is: Predict the reactants needed to synthesize the given product. (1) Given the product [CH2:1]([O:8][CH2:9][C@H:10]1[C@H:19]([CH2:20][OH:21])[CH2:18][CH2:17][C:12](=[O:13])[CH2:11]1)[C:2]1[CH:7]=[CH:6][CH:5]=[CH:4][CH:3]=1, predict the reactants needed to synthesize it. The reactants are: [CH2:1]([O:8][CH2:9][C@H:10]1[C@H:19]([CH2:20][OH:21])[CH2:18][CH2:17][C:12]2(OCC[O:13]2)[CH2:11]1)[C:2]1[CH:7]=[CH:6][CH:5]=[CH:4][CH:3]=1.C([O-])([O-])=O.[K+].[K+]. (2) Given the product [F:41][C:42]([F:47])([F:46])[C:43]([OH:45])=[O:44].[CH2:19]([N:18]([C:26]1[N:27]=[CH:28][C:29]([N:38]2[CH2:39][CH2:40][N:35]([CH3:34])[CH2:36][CH2:37]2)=[CH:30][N:31]=1)[CH2:17][CH2:16][C:14]1[N:15]=[C:11]([S:10][C:7]([CH3:9])([CH3:8])[C:6]([OH:5])=[O:33])[S:12][CH:13]=1)[CH2:20][CH2:21][CH2:22][CH2:23][CH2:24][CH3:25], predict the reactants needed to synthesize it. The reactants are: C([O:5][C:6](=[O:33])[C:7]([S:10][C:11]1[S:12][CH:13]=[C:14]([CH2:16][CH2:17][N:18]([C:26]2[N:31]=[CH:30][C:29](Br)=[CH:28][N:27]=2)[CH2:19][CH2:20][CH2:21][CH2:22][CH2:23][CH2:24][CH3:25])[N:15]=1)([CH3:9])[CH3:8])(C)(C)C.[CH3:34][N:35]1[CH2:40][CH2:39][NH:38][CH2:37][CH2:36]1.[F:41][C:42]([F:47])([F:46])[C:43]([OH:45])=[O:44]. (3) Given the product [CH:66]([C:63]1[CH:64]=[CH:65][C:60]([NH:59][C:21]([NH:22][CH:23]2[CH2:24][CH2:25][N:26]([C:29]3[C:38]4[C:33](=[CH:34][C:35]([O:1][CH2:2][CH2:3][N:4]5[CH2:8][CH2:7][CH2:6][C:5]5=[O:9])=[CH:36][CH:37]=4)[N:32]=[CH:31][N:30]=3)[CH2:27][CH2:28]2)=[O:40])=[CH:61][CH:62]=1)([CH3:68])[CH3:67].[C:16]([O:20][C:21](=[O:40])[NH:22][CH:23]1[CH2:28][CH2:27][N:26]([C:29]2[C:38]3[C:33](=[CH:34][C:35]([F:39])=[CH:36][CH:37]=3)[N:32]=[CH:31][N:30]=2)[CH2:25][CH2:24]1)([CH3:19])([CH3:17])[CH3:18], predict the reactants needed to synthesize it. The reactants are: [OH:1][CH2:2][CH2:3][N:4]1[CH2:8][CH2:7][CH2:6][C:5]1=[O:9].CC([O-])(C)C.[K+].[C:16]([O:20][C:21](=[O:40])[NH:22][CH:23]1[CH2:28][CH2:27][N:26]([C:29]2[C:38]3[C:33](=[CH:34][C:35]([F:39])=[CH:36][CH:37]=3)[N:32]=[CH:31][N:30]=2)[CH2:25][CH2:24]1)([CH3:19])([CH3:18])[CH3:17].C(O)(C(F)(F)F)=O.[N+](C1C=CC(OC(=O)[NH:59][C:60]2[CH:65]=[CH:64][C:63]([CH:66]([CH3:68])[CH3:67])=[CH:62][CH:61]=2)=CC=1)([O-])=O. (4) Given the product [Cl:22][C:17]1[CH:16]=[C:15]([CH:20]=[CH:19][C:18]=1[Cl:21])[O:14][CH:11]1[CH2:10][CH2:9][N:8]([CH2:7][CH:6]([OH:23])[CH2:5][O:4][C:3]2[CH:24]=[CH:25][CH:26]=[CH:27][C:2]=2[NH:1][C:34]([CH2:35][CH:29]([CH3:28])[CH2:30][C:31]([OH:33])=[O:32])=[O:36])[CH2:13][CH2:12]1, predict the reactants needed to synthesize it. The reactants are: [NH2:1][C:2]1[CH:27]=[CH:26][CH:25]=[CH:24][C:3]=1[O:4][CH2:5][CH:6]([OH:23])[CH2:7][N:8]1[CH2:13][CH2:12][CH:11]([O:14][C:15]2[CH:20]=[CH:19][C:18]([Cl:21])=[C:17]([Cl:22])[CH:16]=2)[CH2:10][CH2:9]1.[CH3:28][CH:29]1[CH2:35][C:34](=[O:36])[O:33][C:31](=[O:32])[CH2:30]1.[Li+].[OH-].C1COCC1.O. (5) Given the product [CH2:6]([O:13][C:14]1[C:19]([O:20][CH2:21][O:22][CH3:23])=[C:18]([CH:17]=[CH:16][N:15]=1)[C:24]([OH:26])=[O:25])[C:7]1[CH:12]=[CH:11][CH:10]=[CH:9][CH:8]=1, predict the reactants needed to synthesize it. The reactants are: [Li]C(C)(C)C.[CH2:6]([O:13][C:14]1[C:19]([O:20][CH2:21][O:22][CH3:23])=[CH:18][CH:17]=[CH:16][N:15]=1)[C:7]1[CH:12]=[CH:11][CH:10]=[CH:9][CH:8]=1.[C:24](=[O:26])=[O:25]. (6) Given the product [N:1]1[CH:6]=[CH:5][CH:4]=[C:3]([CH2:7][NH:8][C:9](=[O:17])[C:10]2[CH:15]=[CH:14][CH:13]=[C:12]([C:18]3[CH:23]=[CH:22][CH:21]=[CH:20][CH:19]=3)[CH:11]=2)[CH:2]=1, predict the reactants needed to synthesize it. The reactants are: [N:1]1[CH:6]=[CH:5][CH:4]=[C:3]([CH2:7][NH:8][C:9](=[O:17])[C:10]2[CH:15]=[CH:14][CH:13]=[C:12](Br)[CH:11]=2)[CH:2]=1.[C:18]1(B(O)O)[CH:23]=[CH:22][CH:21]=[CH:20][CH:19]=1.